This data is from Catalyst prediction with 721,799 reactions and 888 catalyst types from USPTO. The task is: Predict which catalyst facilitates the given reaction. (1) Reactant: [C:1]([C:5]1[N:10]=[CH:9][C:8]([C:11]([OH:13])=O)=[CH:7][CH:6]=1)([CH3:4])([CH3:3])[CH3:2].CN(C(ON1N=NC2C=CC=NC1=2)=[N+](C)C)C.F[P-](F)(F)(F)(F)F.[NH2:38][C:39]1[CH:40]=[C:41]([S:45]([NH2:48])(=[O:47])=[O:46])[CH:42]=[CH:43][CH:44]=1.C(N(CC)CC)C. Product: [C:1]([C:5]1[N:10]=[CH:9][C:8]([C:11]([NH:38][C:39]2[CH:44]=[CH:43][CH:42]=[C:41]([S:45]([NH2:48])(=[O:46])=[O:47])[CH:40]=2)=[O:13])=[CH:7][CH:6]=1)([CH3:2])([CH3:3])[CH3:4]. The catalyst class is: 3. (2) Reactant: [CH2:1]([N:8]([C@H:18]1[CH2:22][O:21][C@@H:20]2[C@H:23]([O:26][Si](C(C)(C)C)(C)C)[CH2:24][O:25][C@H:19]12)[C:9]([NH:11][CH:12]1[CH2:17][CH2:16][CH2:15][CH2:14][CH2:13]1)=[O:10])[C:2]1[CH:7]=[CH:6][CH:5]=[CH:4][CH:3]=1.Cl.[OH-].[Na+]. Product: [CH2:1]([N:8]([C@H:18]1[CH2:22][O:21][C@@H:20]2[C@H:23]([OH:26])[CH2:24][O:25][C@H:19]12)[C:9]([NH:11][CH:12]1[CH2:13][CH2:14][CH2:15][CH2:16][CH2:17]1)=[O:10])[C:2]1[CH:7]=[CH:6][CH:5]=[CH:4][CH:3]=1. The catalyst class is: 38. (3) Reactant: [Br:1][C:2]1[CH:3]=[N:4][C:5](Cl)=[N:6][CH:7]=1.[CH3:9][O-:10].[Na+]. Product: [Br:1][C:2]1[CH:3]=[N:4][C:5]([O:10][CH3:9])=[N:6][CH:7]=1. The catalyst class is: 5. (4) Reactant: [CH3:1][O:2][C:3]1[CH:4]=[C:5]([CH:10]=[CH:11][CH:12]=1)[CH2:6][N:7]=[C:8]=[O:9].[N+:13](=[C:15]1[N:19]=[CH:18][N:17]=[C:16]1[C:20]([NH2:22])=[O:21])=[N-:14]. Product: [CH3:1][O:2][C:3]1[CH:4]=[C:5]([CH:10]=[CH:11][CH:12]=1)[CH2:6][N:7]1[C:8](=[O:9])[N:19]2[CH:18]=[N:17][C:16]([C:20]([NH2:22])=[O:21])=[C:15]2[N:13]=[N:14]1. The catalyst class is: 16. (5) Reactant: [Cl:1][C:2]1[NH:3][C:4]2[CH:10]=[CH:9][CH:8]=[CH:7][C:5]=2[N:6]=1.C([O-])([O-])=O.[K+].[K+].[CH2:17](I)[CH:18]([CH3:20])[CH3:19]. Product: [Cl:1][C:2]1[N:6]([CH2:17][CH:18]([CH3:20])[CH3:19])[C:5]2[CH:7]=[CH:8][CH:9]=[CH:10][C:4]=2[N:3]=1. The catalyst class is: 3. (6) Reactant: [NH2:1][C:2]1[CH:3]=[C:4]2[C:9](=[CH:10][C:11]=1[O:12][CH2:13][CH3:14])[N:8]=[CH:7][C:6]([C:15]#[N:16])=[C:5]2[NH:17][C:18]1[CH:23]=[CH:22][C:21]([O:24][CH2:25][C:26]2[CH:31]=[CH:30][CH:29]=[CH:28][CH:27]=2)=[C:20]([Cl:32])[CH:19]=1.C(N(C(C)C)CC)(C)C.[Cl:42][CH2:43][CH2:44][CH2:45][CH:46]=[CH:47][C:48](Cl)=[O:49]. Product: [CH2:25]([O:24][C:21]1[CH:22]=[CH:23][C:18]([NH:17][C:5]2[C:4]3[C:9](=[CH:10][C:11]([O:12][CH2:13][CH3:14])=[C:2]([NH:1][C:48](=[O:49])[CH:47]=[CH:46][CH2:45][CH2:44][CH2:43][Cl:42])[CH:3]=3)[N:8]=[CH:7][C:6]=2[C:15]#[N:16])=[CH:19][C:20]=1[Cl:32])[C:26]1[CH:27]=[CH:28][CH:29]=[CH:30][CH:31]=1. The catalyst class is: 7. (7) Reactant: [CH3:1][N:2]1[CH:6]=[C:5]([C:7]2[C:8]([C:17]([F:20])([F:19])[F:18])=[CH:9][C:10]3[NH:15][CH2:14][CH2:13][O:12][C:11]=3[CH:16]=2)[CH:4]=[N:3]1.Br[C:22]1[C:26]2[CH2:27][N:28]([C:31]([O:33][C:34]([CH3:37])([CH3:36])[CH3:35])=[O:32])[CH2:29][CH2:30][C:25]=2[N:24]([CH:38]2[CH2:43][CH2:42][O:41][CH2:40][CH2:39]2)[N:23]=1.C(O[Na])(C)(C)C.C1(P(C2CCCCC2)C2C=CC=CC=2C2C(OC(C)C)=CC=CC=2OC(C)C)CCCCC1. Product: [CH3:1][N:2]1[CH:6]=[C:5]([C:7]2[C:8]([C:17]([F:18])([F:20])[F:19])=[CH:9][C:10]3[N:15]([C:22]4[C:26]5[CH2:27][N:28]([C:31]([O:33][C:34]([CH3:36])([CH3:37])[CH3:35])=[O:32])[CH2:29][CH2:30][C:25]=5[N:24]([CH:38]5[CH2:39][CH2:40][O:41][CH2:42][CH2:43]5)[N:23]=4)[CH2:14][CH2:13][O:12][C:11]=3[CH:16]=2)[CH:4]=[N:3]1. The catalyst class is: 12.